This data is from Catalyst prediction with 721,799 reactions and 888 catalyst types from USPTO. The task is: Predict which catalyst facilitates the given reaction. (1) Reactant: [NH2:1][C:2]1[N:7]=[CH:6][C:5]([CH:8]2[CH2:13][CH2:12][N:11]([CH3:14])[C:10](=[O:15])[CH2:9]2)=[CH:4][CH:3]=1.C1C(=O)N([Br:23])C(=O)C1. Product: [NH2:1][C:2]1[N:7]=[CH:6][C:5]([CH:8]2[CH2:13][CH2:12][N:11]([CH3:14])[C:10](=[O:15])[CH2:9]2)=[CH:4][C:3]=1[Br:23]. The catalyst class is: 10. (2) Reactant: [H-].[Na+].[C:3]([CH2:5][C:6]([NH2:8])=[O:7])#[N:4].[C:9]([O:13][C:14](=[O:39])[NH:15][C:16]1([C:20]2[CH:25]=[CH:24][C:23]([C:26](=O)/[C:27](/[C:32]3[CH:37]=[CH:36][CH:35]=[CH:34][CH:33]=3)=[CH:28]/N(C)C)=[CH:22][CH:21]=2)[CH2:19][CH2:18][CH2:17]1)([CH3:12])([CH3:11])[CH3:10].CC(OCC1C2C(=CC=CC=2)C(COC(C)=O)=C2C=1C=CC=C2)=O. Product: [C:9]([O:13][C:14](=[O:39])[NH:15][C:16]1([C:20]2[CH:21]=[CH:22][C:23]([C:26]3[C:27]([C:32]4[CH:37]=[CH:36][CH:35]=[CH:34][CH:33]=4)=[CH:28][C:5]([C:3]#[N:4])=[C:6]([OH:7])[N:8]=3)=[CH:24][CH:25]=2)[CH2:17][CH2:18][CH2:19]1)([CH3:12])([CH3:10])[CH3:11]. The catalyst class is: 656. (3) Reactant: [CH2:1]([O:3][C:4](=[O:21])[C:5]([C:11](=[O:20])[C:12]1[CH:17]=[CH:16][C:15]([Br:18])=[CH:14][C:13]=1[F:19])=[C:6]([S:9][CH3:10])SC)[CH3:2].C[NH:23][C:24]([C:26]1C(=O)C2C(=NC(C3C=CC(NC(=O)/C=C/C4C=NC=CC=4)=CC=3)=CC=2)N(CC)C=1N)=O.CN. Product: [CH2:1]([O:3][C:4](=[O:21])[C:5]([C:11](=[O:20])[C:12]1[CH:17]=[CH:16][C:15]([Br:18])=[CH:14][C:13]=1[F:19])=[C:6]([NH:23][CH2:24][CH3:26])[S:9][CH3:10])[CH3:2]. The catalyst class is: 1. (4) Reactant: [Cl:1][C:2]1[CH:11]=[CH:10][C:9]([NH:12][S:13]([C:16]2[CH:21]=[C:20]([F:22])[C:19]([F:23])=[CH:18][C:17]=2[N+:24]([O-])=O)(=[O:15])=[O:14])=[C:8]2[C:3]=1[CH:4]=[CH:5][CH:6]=[N:7]2.Cl[Sn]Cl. Product: [NH2:24][C:17]1[CH:18]=[C:19]([F:23])[C:20]([F:22])=[CH:21][C:16]=1[S:13]([NH:12][C:9]1[CH:10]=[CH:11][C:2]([Cl:1])=[C:3]2[C:8]=1[N:7]=[CH:6][CH:5]=[CH:4]2)(=[O:14])=[O:15]. The catalyst class is: 422. (5) Reactant: [Br:1][C:2]1[CH:7]=[CH:6][C:5]([CH:8]([NH:16][CH3:17])[CH2:9][N:10]2[CH2:15][CH2:14][O:13][CH2:12][CH2:11]2)=[CH:4][C:3]=1[F:18].[Cl:19][C:20]1[C:21]([Cl:35])=[CH:22][C:23]2[O:28][CH2:27][C:26](=[O:29])[N:25]([CH2:30][C:31]([OH:33])=O)[C:24]=2[CH:34]=1.CN([P+](ON1N=NC2C=CC=CC1=2)(N(C)C)N(C)C)C.F[P-](F)(F)(F)(F)F.C(N(CC)CC)C.C([O-])(O)=O.[Na+]. Product: [Br:1][C:2]1[CH:7]=[CH:6][C:5]([CH:8]([N:16]([CH3:17])[C:31](=[O:33])[CH2:30][N:25]2[C:24]3[CH:34]=[C:20]([Cl:19])[C:21]([Cl:35])=[CH:22][C:23]=3[O:28][CH2:27][C:26]2=[O:29])[CH2:9][N:10]2[CH2:11][CH2:12][O:13][CH2:14][CH2:15]2)=[CH:4][C:3]=1[F:18]. The catalyst class is: 3.